From a dataset of Forward reaction prediction with 1.9M reactions from USPTO patents (1976-2016). Predict the product of the given reaction. (1) Given the reactants I[C:2]1[CH:7]=[C:6]([N+:8]([O-:10])=[O:9])[C:5]([NH2:11])=[C:4]([CH3:12])[CH:3]=1.Cl.[CH2:14]([O:21][C:22]([C:24](=[CH2:29])[C:25]([O:27][CH3:28])=[O:26])=[O:23])[C:15]1[CH:20]=[CH:19][CH:18]=[CH:17][CH:16]=1.C(N(CC)CC)C, predict the reaction product. The product is: [CH3:28][O:27][C:25](=[O:26])/[C:24](/[C:22]([O:21][CH2:14][C:15]1[CH:16]=[CH:17][CH:18]=[CH:19][CH:20]=1)=[O:23])=[CH:29]/[C:2]1[CH:7]=[C:6]([N+:8]([O-:10])=[O:9])[C:5]([NH2:11])=[C:4]([CH3:12])[CH:3]=1. (2) The product is: [C:19]([NH:27][C:28](=[S:29])[NH:1][C:2]1[S:11][C:5]2[CH2:6][O:7][CH:8]([CH3:10])[CH2:9][C:4]=2[C:3]=1[C:12]([O:14][C:15]([CH3:17])([CH3:16])[CH3:18])=[O:13])(=[O:26])[C:20]1[CH:25]=[CH:24][CH:23]=[CH:22][CH:21]=1. Given the reactants [NH2:1][C:2]1[S:11][C:5]2[CH2:6][O:7][CH:8]([CH3:10])[CH2:9][C:4]=2[C:3]=1[C:12]([O:14][C:15]([CH3:18])([CH3:17])[CH3:16])=[O:13].[C:19]([N:27]=[C:28]=[S:29])(=[O:26])[C:20]1[CH:25]=[CH:24][CH:23]=[CH:22][CH:21]=1, predict the reaction product. (3) Given the reactants [C:1]([C:3](=[CH:13]OCC)[C:4]([NH:6][CH:7]1[CH2:12][CH2:11][CH2:10][CH2:9][CH2:8]1)=[O:5])#[N:2].Cl.[NH:18]([C:20]1[CH:21]=[C:22]([CH:27]=[CH:28][CH:29]=1)[C:23]([O:25][CH3:26])=[O:24])[NH2:19].CCN(C(C)C)C(C)C.CCOCC, predict the reaction product. The product is: [NH2:2][C:1]1[N:18]([C:20]2[CH:21]=[C:22]([CH:27]=[CH:28][CH:29]=2)[C:23]([O:25][CH3:26])=[O:24])[N:19]=[CH:13][C:3]=1[C:4](=[O:5])[NH:6][CH:7]1[CH2:12][CH2:11][CH2:10][CH2:9][CH2:8]1. (4) Given the reactants [F:1][C:2]1[CH:19]=[CH:18][C:5]2[N:6]([C:11]([O:13][C:14]([CH3:17])([CH3:16])[CH3:15])=[O:12])[C:7](=[O:10])[CH2:8][O:9][C:4]=2[CH:3]=1.CC(C[AlH]CC(C)C)C, predict the reaction product. The product is: [F:1][C:2]1[CH:19]=[CH:18][C:5]2[N:6]([C:11]([O:13][C:14]([CH3:15])([CH3:16])[CH3:17])=[O:12])[CH:7]([OH:10])[CH2:8][O:9][C:4]=2[CH:3]=1. (5) Given the reactants [NH2:1][C:2]1[CH:16]=[CH:15][C:5]2[N:6]([CH2:10][C:11]([O:13][CH3:14])=[O:12])[C:7](=[O:9])[O:8][C:4]=2[CH:3]=1.[CH3:17][S:18](Cl)(=[O:20])=[O:19], predict the reaction product. The product is: [CH3:17][S:18]([NH:1][C:2]1[CH:16]=[CH:15][C:5]2[N:6]([CH2:10][C:11]([O:13][CH3:14])=[O:12])[C:7](=[O:9])[O:8][C:4]=2[CH:3]=1)(=[O:20])=[O:19]. (6) Given the reactants [OH:1][NH:2][C:3]([C:5]1[C:10]([C:11]2[CH:16]=[CH:15][CH:14]=[CH:13][CH:12]=2)=[CH:9][CH:8]=[CH:7][N:6]=1)=[NH:4].[CH3:17][O:18][C:19]1[CH:20]=[C:21]([OH:30])[C:22](=[C:26]([O:28][CH3:29])[CH:27]=1)[C:23](O)=O, predict the reaction product. The product is: [CH3:29][O:28][C:26]1[C:22]([C:23]2[O:1][N:2]=[C:3]([C:5]3[C:10]([C:11]4[CH:16]=[CH:15][CH:14]=[CH:13][CH:12]=4)=[CH:9][CH:8]=[CH:7][N:6]=3)[N:4]=2)=[C:21]([OH:30])[CH:20]=[C:19]([O:18][CH3:17])[CH:27]=1. (7) Given the reactants Cl.[NH2:2][C@H:3]([C:6]([OH:8])=[O:7])[CH2:4][SH:5].C([O-])(=O)C.[K+].CO.[OH:16][C:17]1[CH:22]=[C:21]([CH:23]=O)[CH:20]=[CH:19][N:18]=1, predict the reaction product. The product is: [OH:16][C:17]1[CH:22]=[C:21]([C@@H:23]2[NH:2][CH:3]([C:6]([OH:8])=[O:7])[CH2:4][S:5]2)[CH:20]=[CH:19][N:18]=1. (8) Given the reactants [Br:1][C:2]1[CH:7]=[CH:6][CH:5]=[CH:4][C:3]=1[CH:8]1[C:17]2[C:12](=[CH:13][CH:14]=[C:15]([Cl:18])[CH:16]=2)[CH2:11][C:10](=[O:19])[CH2:9]1.S(=O)(=O)(O)O.C[Si]([N:29]=[N+]=[N-])(C)C.C(=O)(O)[O-].[Na+], predict the reaction product. The product is: [Br:1][C:2]1[CH:7]=[CH:6][CH:5]=[CH:4][C:3]=1[CH:8]1[CH2:9][NH:29][C:10](=[O:19])[CH2:11][C:12]2[CH:13]=[CH:14][C:15]([Cl:18])=[CH:16][C:17]1=2. (9) Given the reactants ClC(Cl)(Cl)C(=N)O[CH:5]([C:7]1[CH:8]=[C:9]([Br:24])[CH:10]=[C:11]2[C:15]=1[N:14]([CH2:16][O:17][CH2:18][CH2:19][Si:20]([CH3:23])([CH3:22])[CH3:21])[N:13]=[CH:12]2)[CH3:6].[F:28][C:29]1[CH:34]=[CH:33][C:32]([C:35]2([CH2:48][OH:49])[CH2:40][CH2:39][N:38]([C:41]([O:43][C:44]([CH3:47])([CH3:46])[CH3:45])=[O:42])[CH2:37][CH2:36]2)=[CH:31][CH:30]=1.C1CCCCC1, predict the reaction product. The product is: [Br:24][C:9]1[CH:10]=[C:11]2[C:15](=[C:7]([CH:5]([O:49][CH2:48][C:35]3([C:32]4[CH:31]=[CH:30][C:29]([F:28])=[CH:34][CH:33]=4)[CH2:36][CH2:37][N:38]([C:41]([O:43][C:44]([CH3:45])([CH3:46])[CH3:47])=[O:42])[CH2:39][CH2:40]3)[CH3:6])[CH:8]=1)[N:14]([CH2:16][O:17][CH2:18][CH2:19][Si:20]([CH3:22])([CH3:21])[CH3:23])[N:13]=[CH:12]2. (10) Given the reactants [CH:1]1([C:4]2[C:5]3[N:6]([C:20](I)=[CH:21][N:22]=3)[CH:7]=[C:8]([C:10]3[CH:15]=[CH:14][C:13]([C:16]([F:19])([F:18])[F:17])=[CH:12][CH:11]=3)[CH:9]=2)[CH2:3][CH2:2]1.[CH3:24][Si:25]([C:28]#[CH:29])([CH3:27])[CH3:26], predict the reaction product. The product is: [CH:1]1([C:4]2[C:5]3[N:6]([C:20]([C:29]#[C:28][Si:25]([CH3:27])([CH3:26])[CH3:24])=[CH:21][N:22]=3)[CH:7]=[C:8]([C:10]3[CH:15]=[CH:14][C:13]([C:16]([F:19])([F:18])[F:17])=[CH:12][CH:11]=3)[CH:9]=2)[CH2:3][CH2:2]1.